Dataset: Full USPTO retrosynthesis dataset with 1.9M reactions from patents (1976-2016). Task: Predict the reactants needed to synthesize the given product. (1) Given the product [CH2:3]([CH:5]([N:8]1[CH2:13][CH2:12][N:11]([C:14]([C:16]2[CH:24]=[CH:23][C:19]([CH:20]=[O:21])=[CH:18][CH:17]=2)=[O:15])[CH2:10][CH2:9]1)[CH2:6][CH3:7])[CH3:4], predict the reactants needed to synthesize it. The reactants are: Cl.Cl.[CH2:3]([CH:5]([N:8]1[CH2:13][CH2:12][NH:11][CH2:10][CH2:9]1)[CH2:6][CH3:7])[CH3:4].[CH:14]([C:16]1[CH:24]=[CH:23][C:19]([C:20](O)=[O:21])=[CH:18][CH:17]=1)=[O:15]. (2) Given the product [CH3:1][C:2]1[CH:7]=[CH:6][C:5]([S:8]([O:11][CH2:12][CH2:13][O:14][CH2:15][CH2:16][CH2:17][O:18][CH2:19][C:20]([OH:22])=[O:21])(=[O:9])=[O:10])=[CH:4][CH:3]=1, predict the reactants needed to synthesize it. The reactants are: [CH3:1][C:2]1[CH:7]=[CH:6][C:5]([S:8]([O:11][CH2:12][CH2:13][O:14][CH2:15][CH2:16][CH2:17][O:18][CH2:19][C:20]([O:22]C(C)(C)C)=[O:21])(=[O:10])=[O:9])=[CH:4][CH:3]=1.FC(F)(F)C(O)=O. (3) Given the product [C:1]12([C:11]3[CH:12]=[C:13]([C:19]4[CH:20]=[C:21]([CH:24]=[CH:25][CH:26]=4)[CH:22]=[C:33]4[S:27][C:28]([N:34]5[CH2:39][CH2:38][O:37][CH2:36][CH2:35]5)=[N:30][C:31]4=[O:32])[C:14]([CH3:18])=[CH:15][C:16]=3[OH:17])[CH2:8][CH:7]3[CH2:6][CH:5]([CH2:4][CH:3]([CH2:9]3)[CH2:2]1)[CH2:10]2, predict the reactants needed to synthesize it. The reactants are: [C:1]12([C:11]3[CH:12]=[C:13]([C:19]4[CH:20]=[C:21]([CH:24]=[CH:25][CH:26]=4)[CH:22]=O)[C:14]([CH3:18])=[CH:15][C:16]=3[OH:17])[CH2:10][CH:5]3[CH2:6][CH:7]([CH2:9][CH:3]([CH2:4]3)[CH2:2]1)[CH2:8]2.[S:27]1[CH2:33][C:31](=[O:32])[NH:30][C:28]1=S.[NH:34]1[CH2:39][CH2:38][O:37][CH2:36][CH2:35]1. (4) Given the product [CH:18]1([CH2:17][CH:8]([C:5]2[CH:4]=[CH:3][C:2]([NH:1][S:24]([CH3:23])(=[O:26])=[O:25])=[CH:7][CH:6]=2)[C:9]([NH:11][C:12]2[S:13][CH:14]=[CH:15][N:16]=2)=[O:10])[CH2:22][CH2:21][CH2:20][CH2:19]1, predict the reactants needed to synthesize it. The reactants are: [NH2:1][C:2]1[CH:7]=[CH:6][C:5]([CH:8]([CH2:17][CH:18]2[CH2:22][CH2:21][CH2:20][CH2:19]2)[C:9]([NH:11][C:12]2[S:13][CH:14]=[CH:15][N:16]=2)=[O:10])=[CH:4][CH:3]=1.[CH3:23][S:24](Cl)(=[O:26])=[O:25]. (5) Given the product [C:82]([C@@H:69]([NH:68][C:67]([C@@H:57](/[CH:56]=[CH:55]/[CH2:54][CH2:53][CH2:52][CH2:51][CH2:50][CH2:49][C:48]([F:47])([F:94])[CH2:87][CH2:88][CH2:89][CH2:90][CH2:91][CH2:92][CH3:93])[C@@:58]([OH:66])([CH2:62][CH2:63][O:64][CH3:65])[C:59]([OH:61])=[O:60])=[O:86])[CH2:70][C:71]1[CH:76]=[CH:75][C:74]([O:77][CH2:78][CH2:79][CH2:80][F:81])=[CH:73][CH:72]=1)([OH:84])=[O:83], predict the reactants needed to synthesize it. The reactants are: C(OC1C=CC(C[C@H](NC([C@@H](/C=C/CCCCCCC(F)(F)CCCCCCC)[C@@](O)(CCC)C(O)=O)=O)C(O)=O)=CC=1)C#CC.[F:47][C:48]([F:94])([CH2:87][CH2:88][CH2:89][CH2:90][CH2:91][CH2:92][CH3:93])[CH2:49][CH2:50][CH2:51][CH2:52][CH2:53][CH2:54]/[CH:55]=[CH:56]/[C@H:57]([C:67](=[O:86])[NH:68][C@H:69]([C:82]([O:84]C)=[O:83])[CH2:70][C:71]1[CH:76]=[CH:75][C:74]([O:77][CH2:78][CH2:79][CH2:80][F:81])=[CH:73][CH:72]=1)[C@@:58]([OH:66])([CH2:62][CH2:63][O:64][CH3:65])[C:59]([OH:61])=[O:60].